Dataset: Reaction yield outcomes from USPTO patents with 853,638 reactions. Task: Predict the reaction yield, written as a fraction of the theoretical maximum amount of product (1.0 means a 100% yield; for example, 0.34 means a 34% yield). (1) The reactants are [F:1][C:2]1[CH:13]=[CH:12][C:5]([C:6](N(OC)C)=[O:7])=[CH:4][CH:3]=1.[O:14]1[CH2:19][CH2:18][CH2:17][O:16][CH:15]1[CH2:20][CH2:21][Mg]Br.[NH4+].[Cl-]. The catalyst is C1COCC1. The product is [O:14]1[CH2:19][CH2:18][CH2:17][O:16][CH:15]1[CH2:20][CH2:21][C:6]([C:5]1[CH:4]=[CH:3][C:2]([F:1])=[CH:13][CH:12]=1)=[O:7]. The yield is 1.00. (2) The reactants are [CH2:1]([O:3][C:4]1[CH:11]=[CH:10][C:7]([CH:8]=O)=[CH:6][CH:5]=1)[CH3:2].[CH:12]1([NH:18][OH:19])[CH2:17][CH2:16][CH2:15][CH2:14][CH2:13]1.C1(C)C=CC(S(O)(=O)=O)=CC=1. The catalyst is C1C=CC=CC=1. The product is [CH2:1]([O:3][C:4]1[CH:11]=[CH:10][C:7]([CH:8]=[N+:18]([CH:12]2[CH2:17][CH2:16][CH2:15][CH2:14][CH2:13]2)[O-:19])=[CH:6][CH:5]=1)[CH3:2]. The yield is 0.840.